Dataset: Catalyst prediction with 721,799 reactions and 888 catalyst types from USPTO. Task: Predict which catalyst facilitates the given reaction. (1) The catalyst class is: 14. Reactant: O.[C:2]([OH:6])(=[O:5])[CH:3]=O.[CH3:7][N:8]1[CH2:13][CH2:12][NH:11][CH2:10][CH2:9]1.[C:14]1(B(O)O)[C:23]2[C:18](=[CH:19][CH:20]=[CH:21][CH:22]=2)[CH:17]=[CH:16][CH:15]=1. Product: [CH3:7][N:8]1[CH2:13][CH2:12][N:11]([CH:3]([C:22]2[C:23]3[C:18](=[CH:17][CH:16]=[CH:15][CH:14]=3)[CH:19]=[CH:20][CH:21]=2)[C:2]([OH:6])=[O:5])[CH2:10][CH2:9]1. (2) Reactant: [Br:1][C:2]1[CH:3]=[C:4]([CH:7]=[C:8]([C:10]([F:13])([F:12])[F:11])[CH:9]=1)[CH:5]=[O:6].C1(C)C=CC(S([CH2:23][N+:24]#[C-:25])(=O)=O)=CC=1.C(=O)([O-])[O-].[K+].[K+]. Product: [Br:1][C:2]1[CH:3]=[C:4]([C:5]2[O:6][CH:25]=[N:24][CH:23]=2)[CH:7]=[C:8]([C:10]([F:11])([F:12])[F:13])[CH:9]=1. The catalyst class is: 5. (3) Reactant: [NH2:1][C:2]1[CH:3]=[CH:4][C:5]([S:12](=[O:25])(=[O:24])[NH:13][C:14]2[CH:15]=[CH:16][C:17]3[CH2:21][O:20][B:19]([OH:22])[C:18]=3[CH:23]=2)=[C:6]([CH2:8][C:9](O)=[O:10])[CH:7]=1.[CH2:26]([NH2:29])[C:27]#[CH:28].C1CN([P+](ON2N=NC3C=CC=CC2=3)(N2CCCC2)N2CCCC2)CC1.F[P-](F)(F)(F)(F)F.C(N(CC)CC)C. Product: [NH2:1][C:2]1[CH:3]=[CH:4][C:5]([S:12](=[O:24])(=[O:25])[NH:13][C:14]2[CH:15]=[CH:16][C:17]3[CH2:21][O:20][B:19]([OH:22])[C:18]=3[CH:23]=2)=[C:6]([CH2:8][C:9]([NH:29][CH2:26][C:27]#[CH:28])=[O:10])[CH:7]=1. The catalyst class is: 31. (4) Reactant: [C:1]([S:4][CH2:5]/[CH:6]=[C:7]1\[CH2:8][C:9]([CH3:24])([CH3:23])[CH2:10][C:11]2[S:12][C:13]([C:16]3[CH:21]=[CH:20][CH:19]=[C:18]([Br:22])[CH:17]=3)=[CH:14][C:15]\1=2)(=[NH:3])[NH2:2].C(O)(C)C.[OH-].[Na+]. Product: [Br:22][C:18]1[CH:17]=[C:16]([C:13]2[S:12][C:11]3[CH2:10][C:9]([CH3:24])([CH3:23])[CH2:8][C:7]4([CH2:6][CH2:5][S:4][C:1]([NH2:2])=[N:3]4)[C:15]=3[CH:14]=2)[CH:21]=[CH:20][CH:19]=1. The catalyst class is: 33. (5) The catalyst class is: 309. Product: [CH3:1][C:2]1[CH:3]=[C:4]([CH:8]=[C:9]([CH3:11])[CH:10]=1)[C:5]([NH2:13])=[O:6]. Reactant: [CH3:1][C:2]1[CH:3]=[C:4]([CH:8]=[C:9]([CH3:11])[CH:10]=1)[C:5](O)=[O:6].C[N:13](C=O)C. (6) Reactant: [Cl:1][C:2]1[C:3]([C:26]2[CH:27]=[N:28][CH:29]=[C:30]([NH:32][CH2:33][CH:34]3[CH2:39][CH2:38][NH:37][CH2:36][CH2:35]3)[CH:31]=2)=[CH:4][C:5]([NH:8][C@H:9]2[CH2:14][CH2:13][C@H:12]([NH:15][C:16](=[O:25])[O:17][CH2:18][C:19]3[CH:24]=[CH:23][CH:22]=[CH:21][CH:20]=3)[CH2:11][CH2:10]2)=[N:6][CH:7]=1.[C:40](OC(=O)C)(=[O:42])[CH3:41]. Product: [C:40]([N:37]1[CH2:36][CH2:35][CH:34]([CH2:33][NH:32][C:30]2[CH:31]=[C:26]([C:3]3[C:2]([Cl:1])=[CH:7][N:6]=[C:5]([NH:8][C@H:9]4[CH2:10][CH2:11][C@H:12]([NH:15][C:16](=[O:25])[O:17][CH2:18][C:19]5[CH:20]=[CH:21][CH:22]=[CH:23][CH:24]=5)[CH2:13][CH2:14]4)[CH:4]=3)[CH:27]=[N:28][CH:29]=2)[CH2:39][CH2:38]1)(=[O:42])[CH3:41]. The catalyst class is: 2. (7) Reactant: C1(P(C2CCCCC2)C2CCCCC2)CCCCC1.Cl[C:21]1[CH:22]=[C:23]([P:27](=[O:32])([O:30][CH3:31])[O:28][CH3:29])[CH:24]=[CH:25][CH:26]=1.[B:33]1([B:33]2[O:37][C:36]([CH3:39])([CH3:38])[C:35]([CH3:41])([CH3:40])[O:34]2)[O:37][C:36]([CH3:39])([CH3:38])[C:35]([CH3:41])([CH3:40])[O:34]1.C([O-])(=O)C.[K+].ClP(=O)([O-])[O-]. Product: [CH3:29][O:28][P:27]([C:23]1[CH:24]=[CH:25][CH:26]=[C:21]([B:33]2[O:37][C:36]([CH3:39])([CH3:38])[C:35]([CH3:41])([CH3:40])[O:34]2)[CH:22]=1)(=[O:32])[O:30][CH3:31]. The catalyst class is: 505. (8) Reactant: [CH:1]([O:4][C:5]1[CH:13]=[CH:12][C:11]([C:14]#[C:15][C:16]2[CH:21]=[CH:20][CH:19]=[CH:18][C:17]=2[O:22][CH3:23])=[CH:10][C:6]=1[C:7]([OH:9])=O)([CH3:3])[CH3:2].Cl.Cl.[NH2:26][CH:27]([CH2:30][C:31]1[C:35]2=[N:36][CH:37]=[CH:38][CH:39]=[C:34]2[NH:33][CH:32]=1)[CH2:28][OH:29].C1C=CC2N(O)N=NC=2C=1.CCN=C=NCCCN(C)C. Product: [OH:29][CH2:28][CH:27]([NH:26][C:7](=[O:9])[C:6]1[CH:10]=[C:11]([C:14]#[C:15][C:16]2[CH:21]=[CH:20][CH:19]=[CH:18][C:17]=2[O:22][CH3:23])[CH:12]=[CH:13][C:5]=1[O:4][CH:1]([CH3:2])[CH3:3])[CH2:30][C:31]1[C:35]2=[N:36][CH:37]=[CH:38][CH:39]=[C:34]2[NH:33][CH:32]=1. The catalyst class is: 851. (9) Reactant: [CH2:1]([O:8][C:9]([N:11]1[C@H:15]([C:16]([OH:18])=O)[C:14](=O)[N:13]=[CH:12]1)=[O:10])[C:2]1[CH:7]=[CH:6][CH:5]=[CH:4][CH:3]=1.[CH3:20][C:21]1[CH:26]=[CH:25][C:24]([CH3:27])=[CH:23][C:22]=1[N:28]1[CH2:33][CH2:32][NH:31][CH2:30][CH2:29]1.C(N(CC)CC)C.[B-](F)(F)(F)F.CN(C([O:53]N1C(=O)C=CC=C1)=[N+](C)C)C. Product: [CH2:1]([O:8][C:9]([N:11]1[C@H:15]([C:16]([N:31]2[CH2:30][CH2:29][N:28]([C:22]3[CH:23]=[C:24]([CH3:27])[CH:25]=[CH:26][C:21]=3[CH3:20])[CH2:33][CH2:32]2)=[O:18])[CH2:14][NH:13][C:12]1=[O:53])=[O:10])[C:2]1[CH:3]=[CH:4][CH:5]=[CH:6][CH:7]=1. The catalyst class is: 9.